This data is from Reaction yield outcomes from USPTO patents with 853,638 reactions. The task is: Predict the reaction yield, written as a fraction of the theoretical maximum amount of product (1.0 means a 100% yield; for example, 0.34 means a 34% yield). The reactants are [Cl:1][C:2]1[CH:7]=[CH:6][CH:5]=[C:4]([N+:8]([O-:10])=[O:9])[C:3]=1F.[C:12]1([NH2:18])[CH:17]=[CH:16][CH:15]=[CH:14][CH:13]=1. The catalyst is CS(C)=O. The product is [Cl:1][C:2]1[CH:7]=[CH:6][CH:5]=[C:4]([N+:8]([O-:10])=[O:9])[C:3]=1[NH:18][C:12]1[CH:17]=[CH:16][CH:15]=[CH:14][CH:13]=1. The yield is 0.970.